Task: Predict the reaction yield, written as a fraction of the theoretical maximum amount of product (1.0 means a 100% yield; for example, 0.34 means a 34% yield).. Dataset: Reaction yield outcomes from USPTO patents with 853,638 reactions (1) The reactants are [CH2:1]([N:8]1[C:13](=[O:14])[C:12]2[C:15]([CH3:18])=[N:16][S:17][C:11]=2[N:10]=[C:9]1[CH2:19][CH:20]([CH3:22])[CH3:21])[C:2]1[CH:7]=[CH:6][CH:5]=[CH:4][CH:3]=1.C([O-])(=O)C.[Na+].[Br:28]Br.CCOC(C)=O. The catalyst is C(O)(=O)C. The product is [CH2:1]([N:8]1[C:13](=[O:14])[C:12]2[C:15]([CH3:18])=[N:16][S:17][C:11]=2[N:10]=[C:9]1[CH:19]([Br:28])[CH:20]([CH3:22])[CH3:21])[C:2]1[CH:3]=[CH:4][CH:5]=[CH:6][CH:7]=1. The yield is 0.990. (2) The reactants are [F:1][C:2]1[CH:7]=[CH:6][C:5]([C@:8]2([CH2:29][CH2:30][CH2:31][OH:32])[O:13][C:12](=[O:14])[N:11]([C@H:15]3[CH2:20][CH2:19][CH2:18][N:17]([C:21]4[CH:28]=[CH:27][C:24]([C:25]#[N:26])=[CH:23][N:22]=4)[CH2:16]3)[CH2:10][CH2:9]2)=[CH:4][CH:3]=1.OO.C([O-])([O-])=[O:36].[K+].[K+].O. The catalyst is CS(C)=O.CCOC(C)=O. The product is [F:1][C:2]1[CH:7]=[CH:6][C:5]([C@:8]2([CH2:29][CH2:30][CH2:31][OH:32])[O:13][C:12](=[O:14])[N:11]([C@H:15]3[CH2:20][CH2:19][CH2:18][N:17]([C:21]4[CH:28]=[CH:27][C:24]([C:25]([NH2:26])=[O:36])=[CH:23][N:22]=4)[CH2:16]3)[CH2:10][CH2:9]2)=[CH:4][CH:3]=1. The yield is 0.790.